From a dataset of Peptide-MHC class II binding affinity with 134,281 pairs from IEDB. Regression. Given a peptide amino acid sequence and an MHC pseudo amino acid sequence, predict their binding affinity value. This is MHC class II binding data. (1) The peptide sequence is GELQIVDKIDAACKI. The MHC is DRB1_0101 with pseudo-sequence DRB1_0101. The binding affinity (normalized) is 0.436. (2) The peptide sequence is LVKFVAGDGDVVAVD. The MHC is DRB1_1101 with pseudo-sequence DRB1_1101. The binding affinity (normalized) is 0.115. (3) The peptide sequence is RDHICLLRPLLWDYI. The MHC is DRB1_0802 with pseudo-sequence DRB1_0802. The binding affinity (normalized) is 0.0946. (4) The peptide sequence is EDPEDSALLEDP. The MHC is DRB1_0701 with pseudo-sequence DRB1_0701. The binding affinity (normalized) is 0.